From a dataset of Peptide-MHC class I binding affinity with 185,985 pairs from IEDB/IMGT. Regression. Given a peptide amino acid sequence and an MHC pseudo amino acid sequence, predict their binding affinity value. This is MHC class I binding data. (1) The peptide sequence is HPRQFLAFL. The MHC is HLA-A26:01 with pseudo-sequence HLA-A26:01. The binding affinity (normalized) is 0.344. (2) The peptide sequence is DIVNEHDIKY. The MHC is HLA-A03:01 with pseudo-sequence HLA-A03:01. The binding affinity (normalized) is 0.181. (3) The peptide sequence is TALLSCIRNA. The MHC is HLA-A68:02 with pseudo-sequence HLA-A68:02. The binding affinity (normalized) is 0.141. (4) The binding affinity (normalized) is 0.297. The peptide sequence is RMAATAQVL. The MHC is HLA-E01:03 with pseudo-sequence HLA-E01:03. (5) The peptide sequence is GTGDSRLTY. The MHC is HLA-A02:01 with pseudo-sequence HLA-A02:01. The binding affinity (normalized) is 0.0847.